From a dataset of Full USPTO retrosynthesis dataset with 1.9M reactions from patents (1976-2016). Predict the reactants needed to synthesize the given product. The reactants are: CCN(C(C)C)C(C)C.[Cl:10][C:11]1[CH:12]=[C:13]([CH2:29][C:30]([OH:32])=O)[CH:14]=[C:15]([O:17][C:18]2[CH:23]=[CH:22][C:21]([S:24]([CH3:27])(=[O:26])=[O:25])=[CH:20][C:19]=2[Cl:28])[CH:16]=1.C1CN([P+](ON2N=NC3C=CC=CC2=3)(N2CCCC2)N2CCCC2)CC1.F[P-](F)(F)(F)(F)F.[CH3:66][S:67]([NH2:70])(=[O:69])=[O:68]. Given the product [Cl:10][C:11]1[CH:12]=[C:13]([CH2:29][C:30]([NH:70][S:67]([CH3:66])(=[O:69])=[O:68])=[O:32])[CH:14]=[C:15]([O:17][C:18]2[CH:23]=[CH:22][C:21]([S:24]([CH3:27])(=[O:26])=[O:25])=[CH:20][C:19]=2[Cl:28])[CH:16]=1, predict the reactants needed to synthesize it.